Predict the product of the given reaction. From a dataset of Forward reaction prediction with 1.9M reactions from USPTO patents (1976-2016). (1) Given the reactants [Br:1][C:2]1[CH:7]=[CH:6][C:5]([CH2:8][CH2:9][NH:10][C:11](=[O:16])[C:12]([CH3:15])([CH3:14])[CH3:13])=[CH:4][CH:3]=1.C1([Li])C=CC=CC=1.[CH2:24]=[O:25].O, predict the reaction product. The product is: [Br:1][C:2]1[CH:3]=[CH:4][C:5]([CH2:8][CH2:9][NH:10][C:11](=[O:16])[C:12]([CH3:13])([CH3:15])[CH3:14])=[C:6]([CH2:24][OH:25])[CH:7]=1. (2) Given the reactants S(=O)(=O)(O)O.[NH2:6][C:7]1[CH:15]=[CH:14][C:10]([C:11]([OH:13])=[O:12])=[C:9]([F:16])[CH:8]=1.[CH3:17]O, predict the reaction product. The product is: [NH2:6][C:7]1[CH:15]=[CH:14][C:10]([C:11]([O:13][CH3:17])=[O:12])=[C:9]([F:16])[CH:8]=1. (3) Given the reactants [Br:1][C:2]1[CH:18]=[CH:17][C:5]2[C:6]3[N:7]=[C:8](C(O)=O)[S:9][C:10]=3[CH2:11][CH2:12][O:13][C:4]=2[CH:3]=1.C([N:21](CC)CC)C.C1(P(N=[N+]=[N-])(C2C=CC=CC=2)=O)C=CC=CC=1, predict the reaction product. The product is: [Br:1][C:2]1[CH:18]=[CH:17][C:5]2[C:6]3[N:7]=[C:8]([NH2:21])[S:9][C:10]=3[CH2:11][CH2:12][O:13][C:4]=2[CH:3]=1. (4) Given the reactants C([O:3][C:4]([C:6]1[NH:7][C:8]2[C:13]([CH:14]=1)=[CH:12][C:11]([C:15]1[CH:20]=[CH:19][C:18]([C:21]([CH3:24])([CH3:23])[CH3:22])=[CH:17][CH:16]=1)=[CH:10][CH:9]=2)=[O:5])C.[Cl:25][C:26]1[CH:31]=[CH:30][C:29](B(O)O)=[CH:28][CH:27]=1, predict the reaction product. The product is: [C:21]([C:18]1[CH:19]=[CH:20][C:15]([C:11]2[CH:12]=[C:13]3[C:8](=[CH:9][CH:10]=2)[N:7]([C:29]2[CH:30]=[CH:31][C:26]([Cl:25])=[CH:27][CH:28]=2)[C:6]([C:4]([OH:3])=[O:5])=[CH:14]3)=[CH:16][CH:17]=1)([CH3:23])([CH3:24])[CH3:22]. (5) Given the reactants Cl[C:2]1[CH:3]=[CH:4][C:5]2[N:12]3[CH2:13][C@H:8]([CH2:9][CH2:10][CH2:11]3)[NH:7][C:6]=2[N:14]=1.[F:15][C:16]([F:24])([F:23])[CH:17]1[CH2:22][CH2:21][CH2:20][NH:19][CH2:18]1.CC(C)([O-])C.[K+].COCCOC, predict the reaction product. The product is: [F:15][C:16]([F:24])([F:23])[CH:17]1[CH2:22][CH2:21][CH2:20][N:19]([C:2]2[CH:3]=[CH:4][C:5]3[N:12]4[CH2:13][C@H:8]([CH2:9][CH2:10][CH2:11]4)[NH:7][C:6]=3[N:14]=2)[CH2:18]1. (6) Given the reactants [CH3:1][O:2][C:3](=[O:15])[C:4](=O)[CH2:5][C:6]([C:8]1[CH:12]=[CH:11][N:10]([CH3:13])[N:9]=1)=O.[NH:16]([C:18]1[CH:19]=[CH:20][C:21]([O:24][CH3:25])=[N:22][CH:23]=1)[NH2:17].C(O)(=O)C, predict the reaction product. The product is: [CH3:1][O:2][C:3]([C:4]1[CH:5]=[C:6]([C:8]2[CH:12]=[CH:11][N:10]([CH3:13])[N:9]=2)[N:16]([C:18]2[CH:23]=[N:22][C:21]([O:24][CH3:25])=[CH:20][CH:19]=2)[N:17]=1)=[O:15].